Dataset: Full USPTO retrosynthesis dataset with 1.9M reactions from patents (1976-2016). Task: Predict the reactants needed to synthesize the given product. Given the product [Cl:1][C:2]1[CH:33]=[CH:32][C:5]2[NH:6][C:7]([CH:9]([NH:15][C:16](=[O:31])[C:17]3[CH:22]=[CH:21][C:20]([C:23]([N:25]4[CH2:29][CH2:28][CH2:27][CH2:26]4)=[O:24])=[C:19]([CH3:30])[CH:18]=3)[CH2:10][CH2:11][C:12]([N:42]3[CH2:43][CH2:48][CH2:47][CH2:46]3)=[O:13])=[N:8][C:4]=2[CH:3]=1, predict the reactants needed to synthesize it. The reactants are: [Cl:1][C:2]1[CH:33]=[CH:32][C:5]2[NH:6][C:7]([CH:9]([NH:15][C:16](=[O:31])[C:17]3[CH:22]=[CH:21][C:20]([C:23]([N:25]4[CH2:29][CH2:28][CH2:27][CH2:26]4)=[O:24])=[C:19]([CH3:30])[CH:18]=3)[CH2:10][CH2:11][C:12](O)=[O:13])=[N:8][C:4]=2[CH:3]=1.CN(C(O[N:42]1N=NC2C=[CH:46][CH:47]=[CH:48][C:43]1=2)=[N+](C)C)C.[B-](F)(F)(F)F.C(N(C(C)C)CC)(C)C.N1CCCC1.ClCl.